Dataset: Full USPTO retrosynthesis dataset with 1.9M reactions from patents (1976-2016). Task: Predict the reactants needed to synthesize the given product. (1) Given the product [C:1]([O:5][C:6](=[O:44])[NH:7][CH:8]([C:19](=[O:43])[N:20]([CH2:34][C:35]1[CH:40]=[CH:39][CH:38]=[C:37]([C:41](=[O:45])[NH2:42])[CH:36]=1)[CH:21]([C:23]1[NH:24][CH:25]=[C:26]([C:28]2[CH:33]=[CH:32][CH:31]=[CH:30][CH:29]=2)[N:27]=1)[CH3:22])[CH2:9][C:10]1[C:11]([CH3:18])=[CH:12][C:13]([OH:17])=[CH:14][C:15]=1[CH3:16])([CH3:2])([CH3:3])[CH3:4], predict the reactants needed to synthesize it. The reactants are: [C:1]([O:5][C:6](=[O:44])[NH:7][CH:8]([C:19](=[O:43])[N:20]([CH2:34][C:35]1[CH:40]=[CH:39][CH:38]=[C:37]([C:41]#[N:42])[CH:36]=1)[CH:21]([C:23]1[NH:24][CH:25]=[C:26]([C:28]2[CH:33]=[CH:32][CH:31]=[CH:30][CH:29]=2)[N:27]=1)[CH3:22])[CH2:9][C:10]1[C:15]([CH3:16])=[CH:14][C:13]([OH:17])=[CH:12][C:11]=1[CH3:18])([CH3:4])([CH3:3])[CH3:2].[OH:45]O.[OH-].[Na+]. (2) The reactants are: [OH:1][CH2:2][C:3]12[CH2:10][C:7]([NH:11]C(=O)C)([CH2:8][CH2:9]1)[CH2:6][CH2:5][CH2:4]2. Given the product [NH2:11][C:7]12[CH2:10][C:3]([CH2:2][OH:1])([CH2:9][CH2:8]1)[CH2:4][CH2:5][CH2:6]2, predict the reactants needed to synthesize it.